This data is from Full USPTO retrosynthesis dataset with 1.9M reactions from patents (1976-2016). The task is: Predict the reactants needed to synthesize the given product. (1) Given the product [CH3:1][C:2]1[CH:7]=[C:6]([CH3:8])[N:5]=[C:4]([S:9][CH2:29][C:28]2[CH:31]=[CH:32][C:25]([N+:22]([O-:24])=[O:23])=[CH:26][CH:27]=2)[N:3]=1, predict the reactants needed to synthesize it. The reactants are: [CH3:1][C:2]1[CH:7]=[C:6]([CH3:8])[N:5]=[C:4]([SH:9])[N:3]=1.C1COCC1.C(N(CC)CC)C.[N+:22]([C:25]1[CH:32]=[CH:31][C:28]([CH2:29]Br)=[CH:27][CH:26]=1)([O-:24])=[O:23]. (2) Given the product [CH3:36][N:14]1[CH:15]=[C:16]([NH:17][C:18]([C:20]2[C:25]([NH:26][C:27]3[CH:32]=[N:31][CH:30]=[N:29][CH:28]=3)=[CH:24][CH:23]=[C:22]([CH:33]3[CH2:34][CH2:35]3)[N:21]=2)=[O:19])[C:12]([C:10]([N:6]2[CH2:7][C:4]3([CH2:3][O:2][CH2:1]3)[CH2:5]2)=[O:9])=[N:13]1, predict the reactants needed to synthesize it. The reactants are: [CH2:1]1[C:4]2([CH2:7][NH:6][CH2:5]2)[CH2:3][O:2]1.C[O:9][C:10]([C:12]1[C:16]([NH:17][C:18]([C:20]2[C:25]([NH:26][C:27]3[CH:28]=[N:29][CH:30]=[N:31][CH:32]=3)=[CH:24][CH:23]=[C:22]([CH:33]3[CH2:35][CH2:34]3)[N:21]=2)=[O:19])=[CH:15][N:14]([CH3:36])[N:13]=1)=O. (3) Given the product [C:1]([CH2:4][CH2:5][N:6]([CH2:50][CH2:51][CH3:53])[CH2:7][CH2:8][NH:9][C:10]([C@:12]12[CH2:46][CH2:45][C@@H:44]([C:47]([CH3:49])=[CH2:48])[C@@H:13]1[C@@H:14]1[C@@:27]([CH3:30])([CH2:28][CH2:29]2)[C@@:26]2([CH3:31])[C@@H:17]([C@:18]3([CH3:43])[C@@H:23]([CH2:24][CH2:25]2)[C:22]([CH3:33])([CH3:32])[C:21]([C:34]2[CH:42]=[CH:41][C:37]([C:38]([OH:40])=[O:39])=[CH:36][CH:35]=2)=[CH:20][CH2:19]3)[CH2:16][CH2:15]1)=[O:11])([OH:3])=[O:2], predict the reactants needed to synthesize it. The reactants are: [C:1]([CH2:4][CH2:5][N:6]([CH2:50][CH3:51])[CH2:7][CH2:8][NH:9][C:10]([C@:12]12[CH2:46][CH2:45][C@@H:44]([C:47]([CH3:49])=[CH2:48])[C@@H:13]1[C@@H:14]1[C@@:27]([CH3:30])([CH2:28][CH2:29]2)[C@@:26]2([CH3:31])[C@@H:17]([C@:18]3([CH3:43])[C@@H:23]([CH2:24][CH2:25]2)[C:22]([CH3:33])([CH3:32])[C:21]([C:34]2[CH:42]=[CH:41][C:37]([C:38]([OH:40])=[O:39])=[CH:36][CH:35]=2)=[CH:20][CH2:19]3)[CH2:16][CH2:15]1)=[O:11])([OH:3])=[O:2].I[CH2:53]CC.